The task is: Predict the product of the given reaction.. This data is from Forward reaction prediction with 1.9M reactions from USPTO patents (1976-2016). The product is: [C:1]([OH:5])(=[O:4])[CH:2]=[CH2:3].[NH2:11][C:10]([O:36][CH2:34][CH3:35])=[O:9]. Given the reactants [C:1]([O:5]CCO)(=[O:4])[CH:2]=[CH2:3].[O:9]=[C:10]=[N:11]C1CC(C)(C)CC(C)(CN=C=O)C1.C(C1[CH:35]=[C:34]([OH:36])C=CC=1O)(C)(C)C, predict the reaction product.